This data is from Peptide-MHC class II binding affinity with 134,281 pairs from IEDB. The task is: Regression. Given a peptide amino acid sequence and an MHC pseudo amino acid sequence, predict their binding affinity value. This is MHC class II binding data. The peptide sequence is FEQITFMQALQLLLE. The MHC is DRB4_0101 with pseudo-sequence DRB4_0103. The binding affinity (normalized) is 0.449.